From a dataset of Peptide-MHC class I binding affinity with 185,985 pairs from IEDB/IMGT. Regression. Given a peptide amino acid sequence and an MHC pseudo amino acid sequence, predict their binding affinity value. This is MHC class I binding data. (1) The peptide sequence is RPPYSSYGY. The MHC is HLA-A01:01 with pseudo-sequence HLA-A01:01. The binding affinity (normalized) is 0.0847. (2) The peptide sequence is LADQLIHLHY. The MHC is HLA-A68:01 with pseudo-sequence HLA-A68:01. The binding affinity (normalized) is 0. (3) The peptide sequence is TSTTASAKVDM. The MHC is Mamu-B01 with pseudo-sequence Mamu-B01. The binding affinity (normalized) is 0. (4) The peptide sequence is HHIWQNLL. The MHC is HLA-A24:02 with pseudo-sequence HLA-A24:02. The binding affinity (normalized) is 0.154. (5) The peptide sequence is DVSPLMHLF. The MHC is HLA-B51:01 with pseudo-sequence HLA-B51:01. The binding affinity (normalized) is 0.0847. (6) The binding affinity (normalized) is 0. The peptide sequence is VSFIEFVGW. The MHC is HLA-B07:02 with pseudo-sequence HLA-B07:02. (7) The peptide sequence is IILNKIVQL. The MHC is HLA-A02:02 with pseudo-sequence HLA-A02:02. The binding affinity (normalized) is 0.316. (8) The peptide sequence is GSVNVVYTF. The MHC is Mamu-B52 with pseudo-sequence Mamu-B52. The binding affinity (normalized) is 0.129. (9) The peptide sequence is TCSRVIFPL. The MHC is Mamu-A20102 with pseudo-sequence Mamu-A20102. The binding affinity (normalized) is 0.171.